Dataset: Forward reaction prediction with 1.9M reactions from USPTO patents (1976-2016). Task: Predict the product of the given reaction. (1) Given the reactants CN(C=O)C.Br[C:7]1[CH:8]=[C:9]([C:12]([O:14][CH3:15])=[O:13])[NH:10][CH:11]=1.C([O-])([O-])=O.[Na+].[Na+].[Cl:22][C:23]1[CH:28]=[CH:27][C:26](B(O)O)=[CH:25][CH:24]=1, predict the reaction product. The product is: [Cl:22][C:23]1[CH:28]=[CH:27][C:26]([C:7]2[CH:8]=[C:9]([C:12]([O:14][CH3:15])=[O:13])[NH:10][CH:11]=2)=[CH:25][CH:24]=1. (2) Given the reactants [OH-].[Na+].CC(O)C.[CH:7]1([O:13][C:14]2[CH:23]=[CH:22][C:17]([C:18]([O:20]C)=[O:19])=[C:16]([NH:24][C:25]3[CH:30]=[CH:29][C:28]([F:31])=[CH:27][CH:26]=3)[CH:15]=2)[CH2:12][CH2:11][CH2:10][CH2:9][CH2:8]1.Cl, predict the reaction product. The product is: [CH:7]1([O:13][C:14]2[CH:23]=[CH:22][C:17]([C:18]([OH:20])=[O:19])=[C:16]([NH:24][C:25]3[CH:26]=[CH:27][C:28]([F:31])=[CH:29][CH:30]=3)[CH:15]=2)[CH2:8][CH2:9][CH2:10][CH2:11][CH2:12]1. (3) Given the reactants [O:1]1[CH:5]=[CH:4][CH:3]=[C:2]1[CH2:6][CH2:7][C:8]1[CH:15]=[CH:14][C:11]([CH:12]=O)=[CH:10][CH:9]=1.[N+:16]([CH3:19])([O-:18])=[O:17].C([O-])(=O)C.[NH4+], predict the reaction product. The product is: [O:1]1[CH:5]=[CH:4][CH:3]=[C:2]1[CH2:6][CH2:7][C:8]1[CH:15]=[CH:14][C:11](/[CH:12]=[CH:19]/[N+:16]([O-:18])=[O:17])=[CH:10][CH:9]=1. (4) Given the reactants [OH:1][C@H:2]([C@H:10]([S:26][C:27]1[CH:32]=[CH:31][CH:30]=[C:29]([NH:33][C:34](=[O:40])[CH2:35][C:36]([O:38][CH3:39])=[O:37])[CH:28]=1)[C:11]1[CH:16]=[CH:15][C:14]([CH2:17][CH2:18][CH2:19][CH2:20][CH2:21][CH2:22][CH2:23][CH2:24][CH3:25])=[CH:13][CH:12]=1)[CH2:3][CH2:4][CH2:5][C:6]([O:8][CH3:9])=[O:7].C([O-])(=O)C.[Na+].[Cr](Cl)([O-])(=O)=O.[NH+]1C=CC=CC=1, predict the reaction product. The product is: [CH3:39][O:38][C:36](=[O:37])[CH2:35][C:34]([NH:33][C:29]1[CH:28]=[C:27]([S:26][CH:10]([C:11]2[CH:16]=[CH:15][C:14]([CH2:17][CH2:18][CH2:19][CH2:20][CH2:21][CH2:22][CH2:23][CH2:24][CH3:25])=[CH:13][CH:12]=2)[C:2](=[O:1])[CH2:3][CH2:4][CH2:5][C:6]([O:8][CH3:9])=[O:7])[CH:32]=[CH:31][CH:30]=1)=[O:40]. (5) Given the reactants [H-].[Na+].[Cl:3][C:4]1[CH:5]=[C:6]([CH2:11][C:12]#N)[CH:7]=[CH:8][C:9]=1[F:10].[CH3:14]I.C[N:17]([CH:19]=O)C, predict the reaction product. The product is: [Cl:3][C:4]1[CH:5]=[C:6]([C:11]([CH3:12])([CH3:14])[C:19]#[N:17])[CH:7]=[CH:8][C:9]=1[F:10]. (6) Given the reactants [CH2:1]([N:8]1[CH2:21][CH2:20][C:12]2=[CH:13][C:14]3[CH:15]=[CH:16][CH:17]=[CH:18][C:19]=3[N:11]2[CH2:10][CH2:9]1)[C:2]1[CH:7]=[CH:6][CH:5]=[CH:4][CH:3]=1.[C:22](Cl)(=[O:26])[C:23](Cl)=[O:24].Cl.[CH3:29][CH2:30][O:31]CC, predict the reaction product. The product is: [CH2:1]([N:8]1[CH2:21][CH2:20][C:12]2=[C:13]([C:22](=[O:26])[C:23]([O:31][CH2:30][CH3:29])=[O:24])[C:14]3[CH:15]=[CH:16][CH:17]=[CH:18][C:19]=3[N:11]2[CH2:10][CH2:9]1)[C:2]1[CH:7]=[CH:6][CH:5]=[CH:4][CH:3]=1. (7) The product is: [CH3:23][O:24][C:25](=[O:45])[C:26]1[CH:31]=[C:30]([C:32](=[O:36])[CH2:33][CH2:34][CH3:35])[C:29]([C:37]([F:38])([F:40])[F:39])=[CH:28][C:27]=1[NH:41][C:42](=[O:44])[CH3:43]. Given the reactants CC(OI1(OC(C)=O)(OC(C)=O)OC(=O)C2C=CC=CC1=2)=O.[CH3:23][O:24][C:25](=[O:45])[C:26]1[CH:31]=[C:30]([CH:32]([OH:36])[CH2:33][CH2:34][CH3:35])[C:29]([C:37]([F:40])([F:39])[F:38])=[CH:28][C:27]=1[NH:41][C:42](=[O:44])[CH3:43].O.[O-]S([O-])=O.[Na+].[Na+], predict the reaction product.